This data is from Full USPTO retrosynthesis dataset with 1.9M reactions from patents (1976-2016). The task is: Predict the reactants needed to synthesize the given product. The reactants are: Cl.[NH2:2][CH2:3][C:4](=O)[CH2:5][CH2:6][C:7]1[CH:12]=[CH:11][CH:10]=[C:9]([O:13][CH3:14])[C:8]=1[O:15][CH3:16].[N:18]1[C:22]2[CH:23]=[CH:24][C:25]([C:27](O)=O)=[CH:26][C:21]=2[NH:20][CH:19]=1.COC1C=CC(P2(SP(C3C=CC(OC)=CC=3)(=S)S2)=[S:39])=CC=1.O=P(Cl)(Cl)Cl. Given the product [NH:18]1[C:22]2[CH:23]=[CH:24][C:25]([C:27]3[S:39][C:4]([CH2:5][CH2:6][C:7]4[CH:12]=[CH:11][CH:10]=[C:9]([O:13][CH3:14])[C:8]=4[O:15][CH3:16])=[CH:3][N:2]=3)=[CH:26][C:21]=2[N:20]=[CH:19]1, predict the reactants needed to synthesize it.